The task is: Predict the reaction yield, written as a fraction of the theoretical maximum amount of product (1.0 means a 100% yield; for example, 0.34 means a 34% yield).. This data is from Reaction yield outcomes from USPTO patents with 853,638 reactions. (1) The product is [OH:15][CH2:14][CH:13]([N:12]1[C:3](=[O:10])[C:4]2[C:9](=[CH:8][CH:7]=[CH:6][CH:5]=2)[C:1]1=[O:11])[CH2:16][CH2:17][CH3:18]. The yield is 0.620. No catalyst specified. The reactants are [C:1]1(=[O:11])[C:9]2[C:4](=[CH:5][CH:6]=[CH:7][CH:8]=2)[C:3](=[O:10])O1.[NH2:12][CH:13]([CH2:16][CH2:17][CH3:18])[CH2:14][OH:15]. (2) The reactants are CO[CH:3](OC)[CH2:4][NH2:5].[C:8]1([CH3:16])[CH:13]=[CH:12][C:11]([CH:14]=O)=[CH:10][CH:9]=1.ClC(OCC)=O.P(OCC)(OCC)OCC.O.O.O.O.C(C(C(C([O-])=O)O)O)([O-])=O.[Na+].[K+].[OH-].[NH4+]. The catalyst is C(Cl)(Cl)Cl.O.[Ti](Cl)(Cl)(Cl)Cl. The product is [CH3:14][C:11]1[CH:10]=[C:9]2[C:8](=[CH:13][CH:12]=1)[CH:16]=[N:5][CH:4]=[CH:3]2. The yield is 0.780. (3) The reactants are Cl[C:2]1[C:7]([N+:8]([O-:10])=[O:9])=[C:6]([CH3:11])[CH:5]=[C:4]([CH3:12])[N:3]=1.[NH2:13][C:14]1[CH:19]=[CH:18][C:17]([CH2:20][CH2:21][C:22]([O:24]C)=[O:23])=[CH:16][CH:15]=1.C(N(CC)C(C)C)(C)C.[OH-].[Na+].Cl. The catalyst is CS(C)=O.CO. The product is [CH3:11][C:6]1[CH:5]=[C:4]([CH3:12])[N:3]=[C:2]([NH:13][C:14]2[CH:15]=[CH:16][C:17]([CH2:20][CH2:21][C:22]([OH:24])=[O:23])=[CH:18][CH:19]=2)[C:7]=1[N+:8]([O-:10])=[O:9]. The yield is 0.770. (4) The reactants are [NH2:1][C:2]1[N:7]=[CH:6][N:5]=[C:4]2[N:8]([CH:20]([C:22]3[O:23][C:24](=[O:47])[C:25]4[C:30]([C:31]=3[C:32]#[C:33][CH2:34][N:35]([CH3:46])[C:36](=O)OCC3C=CC=CC=3)=[CH:29][CH:28]=[CH:27][CH:26]=4)[CH3:21])[N:9]=[C:10]([C:11]3[CH:16]=[C:15]([O:17]C)[CH:14]=[C:13]([F:19])[CH:12]=3)[C:3]=12.O1CCCOO1.C(N(C)C(C)C)(C)C.C(O[BH-](OC(=O)C)OC(=O)C)(=O)C.[Na+].C(O)(=O)C.C(Cl)[Cl:81]. The catalyst is B(Br)(Br)Br.CCO. The product is [ClH:81].[NH2:1][C:2]1[N:7]=[CH:6][N:5]=[C:4]2[N:8]([CH:20]([C:22]3[O:23][C:24](=[O:47])[C:25]4[C:30]([C:31]=3[C:32]#[C:33][CH2:34][N:35]([CH3:46])[CH3:36])=[CH:29][CH:28]=[CH:27][CH:26]=4)[CH3:21])[N:9]=[C:10]([C:11]3[CH:16]=[C:15]([OH:17])[CH:14]=[C:13]([F:19])[CH:12]=3)[C:3]=12. The yield is 0.0637. (5) The reactants are Br[C:2]1[CH:3]=[C:4]([N+:21]([O-:23])=[O:22])[C:5]2[N:9]=[C:8]([CH3:10])[N:7]([CH2:11][C:12]3[CH:17]=[CH:16][CH:15]=[C:14]([Cl:18])[C:13]=3[Cl:19])[C:6]=2[CH:20]=1.[NH:24]1[CH2:29][CH2:28][O:27][CH2:26][CH2:25]1.C([O-])([O-])=O.[Cs+].[Cs+].CC(C1C=C(C(C)C)C(C2C=CC=CC=2P(C2CCCCC2)C2CCCCC2)=C(C(C)C)C=1)C. The catalyst is O1CCOCC1.C1C=CC(/C=C/C(/C=C/C2C=CC=CC=2)=O)=CC=1.C1C=CC(/C=C/C(/C=C/C2C=CC=CC=2)=O)=CC=1.C1C=CC(/C=C/C(/C=C/C2C=CC=CC=2)=O)=CC=1.[Pd].[Pd]. The product is [Cl:19][C:13]1[C:14]([Cl:18])=[CH:15][CH:16]=[CH:17][C:12]=1[CH2:11][N:7]1[C:6]2[CH:20]=[C:2]([N:24]3[CH2:29][CH2:28][O:27][CH2:26][CH2:25]3)[CH:3]=[C:4]([N+:21]([O-:23])=[O:22])[C:5]=2[N:9]=[C:8]1[CH3:10]. The yield is 0.480. (6) The reactants are [C:1]([C:3]1[CH:8]=[CH:7][N:6]=[C:5]([NH:9][NH:10]/[CH:11]=[CH:12]/[C:13]([O:15]CC)=O)[CH:4]=1)#[N:2].CC([O-])(C)C.[K+].Cl. The catalyst is CCO. The product is [OH:15][C:13]1[N:9]([C:5]2[CH:4]=[C:3]([C:1]#[N:2])[CH:8]=[CH:7][N:6]=2)[N:10]=[CH:11][CH:12]=1. The yield is 0.310.